From a dataset of Full USPTO retrosynthesis dataset with 1.9M reactions from patents (1976-2016). Predict the reactants needed to synthesize the given product. Given the product [Cl:9][C:10]1[CH:15]=[C:14]([C:2]2[CH:7]=[C:6]([NH2:8])[CH:5]=[CH:4][N:3]=2)[CH:13]=[CH:12][CH:11]=1, predict the reactants needed to synthesize it. The reactants are: Cl[C:2]1[CH:7]=[C:6]([NH2:8])[CH:5]=[CH:4][N:3]=1.[Cl:9][C:10]1[CH:11]=[C:12](B(O)O)[CH:13]=[CH:14][CH:15]=1.C([O-])([O-])=O.[K+].[K+].